The task is: Regression. Given a peptide amino acid sequence and an MHC pseudo amino acid sequence, predict their binding affinity value. This is MHC class II binding data.. This data is from Peptide-MHC class II binding affinity with 134,281 pairs from IEDB. The MHC is HLA-DQA10201-DQB10202 with pseudo-sequence HLA-DQA10201-DQB10202. The peptide sequence is SGVAATESAYLAYRN. The binding affinity (normalized) is 0.374.